From a dataset of Reaction yield outcomes from USPTO patents with 853,638 reactions. Predict the reaction yield, written as a fraction of the theoretical maximum amount of product (1.0 means a 100% yield; for example, 0.34 means a 34% yield). (1) The reactants are [I:1][C:2]1[N:3]=[CH:4][NH:5][C:6]=1[I:7].[H-].[Na+].[CH3:10][Si:11]([CH3:18])([CH3:17])[CH2:12][CH2:13][O:14][CH2:15]Cl.O. The catalyst is CN(C=O)C.CCOC(C)=O. The product is [I:1][C:2]1[N:3]=[CH:4][N:5]([CH2:15][O:14][CH2:13][CH2:12][Si:11]([CH3:18])([CH3:17])[CH3:10])[C:6]=1[I:7]. The yield is 0.664. (2) No catalyst specified. The yield is 0.890. The product is [CH3:15][O:16][C:9](=[O:10])[CH2:8][C:5]1[CH:6]=[CH:7][C:2]([Cl:1])=[C:3]([N+:12]([O-:14])=[O:13])[CH:4]=1. The reactants are [Cl:1][C:2]1[CH:7]=[CH:6][C:5]([CH2:8][C:9](N)=[O:10])=[CH:4][C:3]=1[N+:12]([O-:14])=[O:13].[CH3:15][OH:16]. (3) The reactants are [Cl:1][C:2]1[CH:22]=[CH:21][C:5]([CH2:6][C:7]2[N:8]=[C:9]([C:15]3[CH:20]=[CH:19][N:18]=[CH:17][CH:16]=3)[S:10][C:11]=2[C:12](=[O:14])[CH3:13])=[CH:4][CH:3]=1.CO[CH:25](OC)[N:26]([CH3:28])[CH3:27]. No catalyst specified. The product is [Cl:1][C:2]1[CH:3]=[CH:4][C:5]([CH2:6][C:7]2[N:8]=[C:9]([C:15]3[CH:20]=[CH:19][N:18]=[CH:17][CH:16]=3)[S:10][C:11]=2[C:12](=[O:14])/[CH:13]=[CH:25]/[N:26]([CH3:28])[CH3:27])=[CH:21][CH:22]=1. The yield is 0.900. (4) The reactants are [F:1][C:2]([F:9])([F:8])[C:3](OCC)=O.C[O-].[Na+].[C:13]([C:16]1[C:21](=[O:22])[CH:20]=[CH:19][N:18]([C:23]2[CH:28]=[CH:27][CH:26]=[C:25]([C:29]([F:32])([F:31])[F:30])[CH:24]=2)[N:17]=1)(=O)[CH3:14].[C:33]1([NH:39][NH2:40])[CH:38]=[CH:37][CH:36]=[CH:35][CH:34]=1. The catalyst is C(OC)(C)(C)C.C1COCC1.Cl.CC(O)=O. The product is [C:33]1([N:39]2[C:13]([C:16]3[C:21](=[O:22])[CH:20]=[CH:19][N:18]([C:23]4[CH:28]=[CH:27][CH:26]=[C:25]([C:29]([F:32])([F:31])[F:30])[CH:24]=4)[N:17]=3)=[CH:14][C:3]([C:2]([F:1])([F:8])[F:9])=[N:40]2)[CH:38]=[CH:37][CH:36]=[CH:35][CH:34]=1. The yield is 0.0200. (5) The reactants are [C:1]([O-:4])(=[O:3])C.[O:5]=[C:6]1[C@@H:9]([NH3+:10])[CH2:8][NH:7]1.[CH3:11]CN(C(C)C)C(C)C.[CH:20]1([C:26]2[CH:31]=[CH:30][C:29](C3C=CN(C([O-])=O)C(=O)C=3C)=[CH:28][CH:27]=2)[CH2:25][CH2:24][CH2:23][CH2:22][CH2:21]1. The catalyst is C(Cl)Cl. The product is [CH:26]1([C:20]2[CH:21]=[CH:22][C:23]([O:4][C:1](=[O:3])[N:10]([CH3:11])[C@H:9]3[CH2:8][NH:7][C:6]3=[O:5])=[CH:24][CH:25]=2)[CH2:27][CH2:28][CH2:29][CH2:30][CH2:31]1. The yield is 0.380. (6) The reactants are [O:1]1[CH2:6][CH2:5][CH:4]([C:7]([N:9]2[CH2:15][C:14]3[CH:16]=[CH:17][C:18]([C:20](OC)=[O:21])=[CH:19][C:13]=3[O:12][CH2:11][C@@H:10]2[C:24]2[CH:29]=[CH:28][CH:27]=[CH:26][C:25]=2[CH3:30])=[O:8])[CH2:3][CH2:2]1.[NH2:31][OH:32].[OH-].[Na+]. The catalyst is C1COCC1.CO. The product is [OH:32][NH:31][C:20]([C:18]1[CH:17]=[CH:16][C:14]2[CH2:15][N:9]([C:7]([CH:4]3[CH2:5][CH2:6][O:1][CH2:2][CH2:3]3)=[O:8])[C@@H:10]([C:24]3[CH:29]=[CH:28][CH:27]=[CH:26][C:25]=3[CH3:30])[CH2:11][O:12][C:13]=2[CH:19]=1)=[O:21]. The yield is 0.0976.